Dataset: Full USPTO retrosynthesis dataset with 1.9M reactions from patents (1976-2016). Task: Predict the reactants needed to synthesize the given product. (1) Given the product [CH:1]1([O:2][C:3](=[O:11])[C:4]2[CH:9]=[CH:8][C:7]([OH:10])=[CH:6][CH:5]=2)[CH2:16][CH2:15][CH2:14][CH2:13][CH2:12][CH2:19][CH2:18]1, predict the reactants needed to synthesize it. The reactants are: [CH3:1][O:2][C:3](=[O:11])[C:4]1[CH:9]=[CH:8][C:7]([OH:10])=[CH:6][CH:5]=1.[CH:12]1(O)[CH2:19][CH2:18]C[CH2:16][CH2:15][CH2:14][CH2:13]1. (2) Given the product [CH3:1][C:2]1[N:3]=[N:4][C:5]([C:16]#[N:17])=[CH:6][CH:7]=1, predict the reactants needed to synthesize it. The reactants are: [CH3:1][C:2]1[N:3]=[N:4][CH:5]=[CH:6][CH:7]=1.[Al+3].[Cl-].[Cl-].[Cl-].C[Si]([C:16]#[N:17])(C)C.C1(C)C=CC(S(Cl)(=O)=O)=CC=1.C1CCN2C(=NCCC2)CC1.